Dataset: NCI-60 drug combinations with 297,098 pairs across 59 cell lines. Task: Regression. Given two drug SMILES strings and cell line genomic features, predict the synergy score measuring deviation from expected non-interaction effect. Drug 1: COC1=NC(=NC2=C1N=CN2C3C(C(C(O3)CO)O)O)N. Drug 2: COCCOC1=C(C=C2C(=C1)C(=NC=N2)NC3=CC=CC(=C3)C#C)OCCOC.Cl. Cell line: A549. Synergy scores: CSS=9.83, Synergy_ZIP=1.21, Synergy_Bliss=3.47, Synergy_Loewe=-3.75, Synergy_HSA=-0.0233.